The task is: Regression. Given two drug SMILES strings and cell line genomic features, predict the synergy score measuring deviation from expected non-interaction effect.. This data is from NCI-60 drug combinations with 297,098 pairs across 59 cell lines. (1) Drug 1: C1=CC(=CC=C1C#N)C(C2=CC=C(C=C2)C#N)N3C=NC=N3. Drug 2: C#CCC(CC1=CN=C2C(=N1)C(=NC(=N2)N)N)C3=CC=C(C=C3)C(=O)NC(CCC(=O)O)C(=O)O. Cell line: PC-3. Synergy scores: CSS=69.6, Synergy_ZIP=18.9, Synergy_Bliss=-0.140, Synergy_Loewe=39.2, Synergy_HSA=0.477. (2) Drug 1: COC1=CC(=CC(=C1O)OC)C2C3C(COC3=O)C(C4=CC5=C(C=C24)OCO5)OC6C(C(C7C(O6)COC(O7)C8=CC=CS8)O)O. Drug 2: C1CC(C1)(C(=O)O)C(=O)O.[NH2-].[NH2-].[Pt+2]. Cell line: OVCAR-5. Synergy scores: CSS=24.0, Synergy_ZIP=-5.23, Synergy_Bliss=-2.26, Synergy_Loewe=-6.33, Synergy_HSA=-0.0886. (3) Drug 1: CC(CN1CC(=O)NC(=O)C1)N2CC(=O)NC(=O)C2. Drug 2: CN(C)N=NC1=C(NC=N1)C(=O)N. Cell line: HT29. Synergy scores: CSS=35.5, Synergy_ZIP=-7.39, Synergy_Bliss=-4.68, Synergy_Loewe=-11.6, Synergy_HSA=-3.91. (4) Drug 1: CCC1(CC2CC(C3=C(CCN(C2)C1)C4=CC=CC=C4N3)(C5=C(C=C6C(=C5)C78CCN9C7C(C=CC9)(C(C(C8N6C=O)(C(=O)OC)O)OC(=O)C)CC)OC)C(=O)OC)O.OS(=O)(=O)O. Drug 2: CCN(CC)CCCC(C)NC1=C2C=C(C=CC2=NC3=C1C=CC(=C3)Cl)OC. Cell line: RXF 393. Synergy scores: CSS=9.72, Synergy_ZIP=-2.93, Synergy_Bliss=0.271, Synergy_Loewe=-0.724, Synergy_HSA=-0.475. (5) Drug 1: CC1=CC2C(CCC3(C2CCC3(C(=O)C)OC(=O)C)C)C4(C1=CC(=O)CC4)C. Drug 2: C1C(C(OC1N2C=NC3=C2NC=NCC3O)CO)O. Cell line: CAKI-1. Synergy scores: CSS=6.18, Synergy_ZIP=4.52, Synergy_Bliss=1.29, Synergy_Loewe=-3.18, Synergy_HSA=-2.42. (6) Drug 1: CC1=C(C(CCC1)(C)C)C=CC(=CC=CC(=CC(=O)O)C)C. Drug 2: C1=CN(C=N1)CC(O)(P(=O)(O)O)P(=O)(O)O. Cell line: EKVX. Synergy scores: CSS=9.29, Synergy_ZIP=-4.95, Synergy_Bliss=-3.01, Synergy_Loewe=-1.91, Synergy_HSA=-1.24.